This data is from Full USPTO retrosynthesis dataset with 1.9M reactions from patents (1976-2016). The task is: Predict the reactants needed to synthesize the given product. Given the product [NH:13]1[C:12]2[CH:16]=[CH:17][C:9]([N:8]3[CH:22]([C:21]4[CH:24]=[CH:25][CH:26]=[C:19]([F:18])[CH:20]=4)[CH2:34][NH:33][C:38]3=[O:39])=[CH:10][C:11]=2[N:15]=[CH:14]1, predict the reactants needed to synthesize it. The reactants are: FC(F)(F)C([O-])=O.[NH2:8][C:9]1[CH:17]=[CH:16][C:12]2[N:13]=[CH:14][NH:15][C:11]=2[CH:10]=1.[F:18][C:19]1[CH:20]=[C:21]([CH:24]=[CH:25][CH:26]=1)[CH:22]=O.[Si](C#N)(C)(C)C.[N:33]1([C:38](N2C=CN=C2)=[O:39])C=CN=[CH:34]1.